From a dataset of Reaction yield outcomes from USPTO patents with 853,638 reactions. Predict the reaction yield, written as a fraction of the theoretical maximum amount of product (1.0 means a 100% yield; for example, 0.34 means a 34% yield). (1) The reactants are [CH3:1][C:2]1([CH3:11])[O:6][C@@H:5]([C:7]([O:9]C)=[O:8])[CH2:4][O:3]1.[OH-].[K+:13]. The catalyst is CO.CCOCC. The product is [K+:13].[CH3:1][C:2]1([CH3:11])[O:6][C@@H:5]([C:7]([O-:9])=[O:8])[CH2:4][O:3]1. The yield is 0.940. (2) The catalyst is C1COCC1. The yield is 0.151. The product is [Cl:1][C:2]1[C:11]2[CH2:10][N:9]([C@H:12]([CH:16]([CH3:18])[CH3:17])[C:13]([NH:22][C:23]3[CH:30]=[CH:29][C:26]([C:27]#[N:28])=[CH:25][CH:24]=3)=[O:14])[C:8](=[O:19])[C:7]3=[CH:20][NH:21][C:5]([C:6]=23)=[N:4][CH:3]=1. The reactants are [Cl:1][C:2]1[C:11]2[CH2:10][N:9]([C@H:12]([CH:16]([CH3:18])[CH3:17])[C:13](O)=[O:14])[C:8](=[O:19])[C:7]3=[CH:20][NH:21][C:5]([C:6]=23)=[N:4][CH:3]=1.[NH2:22][C:23]1[CH:30]=[CH:29][C:26]([C:27]#[N:28])=[CH:25][CH:24]=1.CN(C(ON1N=NC2C=CC=NC1=2)=[N+](C)C)C.F[P-](F)(F)(F)(F)F. (3) The reactants are [OH:1][N:2]1[C:6](=[O:7])[C:5]2=[CH:8][CH:9]=[CH:10][CH:11]=[C:4]2[C:3]1=[O:12].[Br:13][CH2:14][CH2:15][CH2:16]Br.C(N(CC)CC)C. No catalyst specified. The product is [Br:13][CH2:14][CH2:15][CH2:16][O:1][N:2]1[C:3](=[O:12])[C:4]2[C:5](=[CH:8][CH:9]=[CH:10][CH:11]=2)[C:6]1=[O:7]. The yield is 0.530. (4) The reactants are [Na].[CH2:2]([O:6][C:7]1[N:15]=[C:14]2[C:10]([N:11]=[CH:12][N:13]2[CH2:16][C:17]2[CH:18]=[N:19][C:20](Cl)=[CH:21][CH:22]=2)=[C:9]([NH2:24])[N:8]=1)[CH2:3][CH2:4][CH3:5].[CH3:25][OH:26]. No catalyst specified. The product is [CH2:2]([O:6][C:7]1[N:15]=[C:14]2[C:10]([N:11]=[CH:12][N:13]2[CH2:16][C:17]2[CH:18]=[N:19][C:20]([O:26][CH3:25])=[CH:21][CH:22]=2)=[C:9]([NH2:24])[N:8]=1)[CH2:3][CH2:4][CH3:5]. The yield is 0.500. (5) The catalyst is C(Cl)Cl.CCOC(C)=O. The yield is 0.240. The reactants are [CH:1]1N=C[N:3]([C:6]([N:8]2C=N[CH:10]=[CH:9]2)=[O:7])[CH:2]=1.[C:13]([C:17]1[CH:18]=[CH:19][C:20]([C:24]2[CH:28]=[C:27]([CH3:29])[NH:26][C:25]=2[CH3:30])=C(C=1)N)([CH3:16])([CH3:15])[CH3:14].[CH3:31][NH:32][C:33]([C:35]1[CH:40]=[C:39]([O:41][C:42]2[CH:48]=CC(N)=[CH:44][CH:43]=2)[CH:38]=[CH:37][N:36]=1)=[O:34]. The product is [C:13]([C:17]1[CH:18]=[CH:19][C:20]([C:24]2[CH:28]=[C:27]([CH3:29])[NH:26][C:25]=2[CH3:30])=[C:9]([NH:8][C:6]([NH:3][C:2]2[CH:1]=[CH:48][C:42]([O:41][C:39]3[CH:38]=[CH:37][N:36]=[C:35]([C:33](=[O:34])[NH:32][CH3:31])[CH:40]=3)=[CH:43][CH:44]=2)=[O:7])[CH:10]=1)([CH3:14])([CH3:15])[CH3:16].